Dataset: Reaction yield outcomes from USPTO patents with 853,638 reactions. Task: Predict the reaction yield, written as a fraction of the theoretical maximum amount of product (1.0 means a 100% yield; for example, 0.34 means a 34% yield). (1) The reactants are CS([O:5][CH2:6][CH2:7][CH2:8][C:9]1[O:13][N:12]=[C:11]([C:14]2[CH:19]=[CH:18][C:17]([C:20]([F:23])([F:22])[F:21])=[CH:16][CH:15]=2)[CH:10]=1)(=O)=O.[I-].[Na+].O[C:27]1[CH:32]=[CH:31][C:30]([CH2:33][C:34]([O:36]C)=[O:35])=[CH:29][CH:28]=1.C(=O)([O-])[O-].[K+].[K+].Cl. The catalyst is CN(C)C=O. The product is [F:21][C:20]([F:23])([F:22])[C:17]1[CH:18]=[CH:19][C:14]([C:11]2[CH:10]=[C:9]([CH2:8][CH2:7][CH2:6][O:5][C:27]3[CH:32]=[CH:31][C:30]([CH2:33][C:34]([OH:36])=[O:35])=[CH:29][CH:28]=3)[O:13][N:12]=2)=[CH:15][CH:16]=1. The yield is 0.250. (2) The reactants are C1(P(C2CCCCC2)C2C=CC=CC=2C2C(OC)=CC=CC=2OC)CCCCC1.P([O-])([O-])([O-])=O.[K+].[K+].[K+].[CH3:38][O:39][C:40](=[O:50])[CH2:41][C:42]1[CH:47]=[CH:46][C:45](Cl)=[CH:44][C:43]=1[F:49].[CH2:51]([C:53]([C:72]1[CH:85]=[CH:84][C:75]([O:76][CH2:77][CH:78]([OH:83])[C:79]([CH3:82])([CH3:81])[CH3:80])=[C:74]([CH3:86])[CH:73]=1)([C:56]1[CH:61]=[CH:60][C:59](B2OC(C)(C)C(C)(C)O2)=[C:58]([CH3:71])[CH:57]=1)[CH2:54][CH3:55])[CH3:52]. The catalyst is O.C1(C)C=CC=CC=1.C([O-])(=O)C.[Pd+2].C([O-])(=O)C. The product is [CH3:38][O:39][C:40](=[O:50])[CH2:41][C:42]1[CH:47]=[CH:46][C:45]([C:59]2[CH:60]=[CH:61][C:56]([C:53]([CH2:51][CH3:52])([C:72]3[CH:85]=[CH:84][C:75]([O:76][CH2:77][CH:78]([OH:83])[C:79]([CH3:81])([CH3:82])[CH3:80])=[C:74]([CH3:86])[CH:73]=3)[CH2:54][CH3:55])=[CH:57][C:58]=2[CH3:71])=[CH:44][C:43]=1[F:49]. The yield is 0.320.